Dataset: Forward reaction prediction with 1.9M reactions from USPTO patents (1976-2016). Task: Predict the product of the given reaction. (1) Given the reactants Br[C:2]1[N:11]=[C:10]([C:12]([NH:14][CH2:15][C:16]2[CH:21]=[CH:20][C:19]([F:22])=[CH:18][CH:17]=2)=[O:13])[C:9]([OH:23])=[C:8]2[C:3]=1[CH:4]=[CH:5][CH:6]=[N:7]2.[S:24]1(=[O:39])(=[O:38])[CH2:30][CH2:29][N:28]([C:31]([O:33][C:34]([CH3:37])([CH3:36])[CH3:35])=[O:32])[CH2:27][CH2:26][NH:25]1, predict the reaction product. The product is: [F:22][C:19]1[CH:20]=[CH:21][C:16]([CH2:15][NH:14][C:12]([C:10]2[C:9]([OH:23])=[C:8]3[C:3]([CH:4]=[CH:5][CH:6]=[N:7]3)=[C:2]([N:25]3[CH2:26][CH2:27][N:28]([C:31]([O:33][C:34]([CH3:35])([CH3:36])[CH3:37])=[O:32])[CH2:29][CH2:30][S:24]3(=[O:39])=[O:38])[N:11]=2)=[O:13])=[CH:17][CH:18]=1. (2) Given the reactants Br[C:2]1[C:11]2[C:10]([CH3:12])=[CH:9][CH2:8][CH2:7][C:6]=2[CH:5]=[CH:4][C:3]=1[NH:13][S:14]([C:17]1[CH:22]=[CH:21][CH:20]=[CH:19][C:18]=1[F:23])(=[O:16])=[O:15].[C:24](=[O:27])([O-])[O-:25].[Li+].[Li+].[CH2:30](Cl)Cl.[C]=O, predict the reaction product. The product is: [F:23][C:18]1[CH:19]=[CH:20][CH:21]=[CH:22][C:17]=1[S:14]([NH:13][C:3]1[CH:4]=[CH:5][C:6]2[CH2:7][CH2:8][CH:9]=[C:10]([CH3:12])[C:11]=2[C:2]=1[C:24]([O:25][CH3:30])=[O:27])(=[O:16])=[O:15].